This data is from Forward reaction prediction with 1.9M reactions from USPTO patents (1976-2016). The task is: Predict the product of the given reaction. (1) Given the reactants [CH3:1][N:2]([CH3:19])[CH2:3][C:4]1[C:12]2[C:7](=[N:8][CH:9]=[CH:10][N:11]=2)[NH:6][C:5]=1[C:13]1[CH:18]=[CH:17][CH:16]=[CH:15][CH:14]=1.[I:20][CH3:21], predict the reaction product. The product is: [I-:20].[CH3:1][N+:2]([CH3:21])([CH3:19])[CH2:3][C:4]1[C:12]2[C:7](=[N:8][CH:9]=[CH:10][N:11]=2)[NH:6][C:5]=1[C:13]1[CH:18]=[CH:17][CH:16]=[CH:15][CH:14]=1. (2) The product is: [Cl:28][C:15]1[CH:14]=[C:13]([NH:12][C:2]2[CH:3]=[N:4][C:5]3[C:10]([CH:11]=2)=[CH:9][CH:8]=[CH:7][CH:6]=3)[CH:27]=[CH:26][C:16]=1[C:17]([C:19]1[CH:24]=[CH:23][CH:22]=[CH:21][C:20]=1[CH3:25])=[O:18]. Given the reactants Br[C:2]1[CH:3]=[N:4][C:5]2[C:10]([CH:11]=1)=[CH:9][CH:8]=[CH:7][CH:6]=2.[NH2:12][C:13]1[CH:27]=[CH:26][C:16]([C:17]([C:19]2[CH:24]=[CH:23][CH:22]=[CH:21][C:20]=2[CH3:25])=[O:18])=[C:15]([Cl:28])[CH:14]=1.C(O[Na])(C)(C)C, predict the reaction product. (3) The product is: [O:1]1[C:5]2[CH:6]=[CH:7][C:8]([C:10]([CH:29]3[C:30](=[O:32])[O:31][C:26]([CH3:34])([CH3:25])[O:27][C:28]3=[O:33])=[O:12])=[CH:9][C:4]=2[CH:3]=[CH:2]1. Given the reactants [O:1]1[C:5]2[CH:6]=[CH:7][C:8]([C:10]([OH:12])=O)=[CH:9][C:4]=2[CH:3]=[CH:2]1.CCN=C=NCCCN(C)C.Cl.[CH3:25][C:26]1([CH3:34])[O:31][C:30](=[O:32])[CH2:29][C:28](=[O:33])[O:27]1, predict the reaction product. (4) Given the reactants O1CCOCC1.[C:7]([O:17][C:18](=[C:20]([F:22])[F:21])[F:19])([C:10]([C:13]([F:16])([F:15])[F:14])([F:12])[F:11])([F:9])[F:8].[OH:23][CH2:24][CH2:25][CH2:26][CH2:27][OH:28].[OH-].[K+], predict the reaction product. The product is: [C:13]([C:10]([C:7]([O:17][CH:18]([C:20]([O:23][CH2:24][CH2:25][CH2:26][CH2:27][OH:28])([F:21])[F:22])[F:19])([F:9])[F:8])([F:12])[F:11])([F:16])([F:15])[F:14]. (5) Given the reactants [F:1][C:2]([F:13])([F:12])[C:3]1[N:8]=[CH:7][C:6]([CH2:9][C:10]#[N:11])=[CH:5][CH:4]=1.[CH2:14]([N:16]1[C:24]2[C:19](=[CH:20][C:21]([N+]([O-])=O)=[CH:22][CH:23]=2)[C:18]([CH3:28])=[N:17]1)[CH3:15].C([O-])=O.[NH4+], predict the reaction product. The product is: [CH2:14]([N:16]1[C:24]2[C:19](=[CH:20][C:21]([NH:11][CH2:10][CH2:9][C:6]3[CH:7]=[N:8][C:3]([C:2]([F:12])([F:1])[F:13])=[CH:4][CH:5]=3)=[CH:22][CH:23]=2)[C:18]([CH3:28])=[N:17]1)[CH3:15]. (6) Given the reactants C([O:8][C:9]1[CH:14]=[CH:13][C:12]([C:15]2[C:16](=[O:30])[N:17]([CH3:29])[C:18]([NH:21][C:22]3[CH:27]=[CH:26][C:25]([F:28])=[CH:24][CH:23]=3)=[N:19][CH:20]=2)=[CH:11][C:10]=1[F:31])C1C=CC=CC=1, predict the reaction product. The product is: [F:31][C:10]1[CH:11]=[C:12]([C:15]2[C:16](=[O:30])[N:17]([CH3:29])[C:18]([NH:21][C:22]3[CH:27]=[CH:26][C:25]([F:28])=[CH:24][CH:23]=3)=[N:19][CH:20]=2)[CH:13]=[CH:14][C:9]=1[OH:8]. (7) Given the reactants [C:1]([OH:6])(=O)[CH:2]([CH3:4])[CH3:3].C(N(C(C)C)CC)(C)C.F[P-](F)(F)(F)(F)F.CN(C)C(F)=[N+](C)C.O[N:32]=[C:33]([CH:35]1[CH2:40][CH2:39][N:38]([C:41]([O:43][C:44]([CH3:47])([CH3:46])[CH3:45])=[O:42])[CH2:37][CH2:36]1)[NH2:34], predict the reaction product. The product is: [CH:2]([C:1]1[O:6][N:32]=[C:33]([CH:35]2[CH2:40][CH2:39][N:38]([C:41]([O:43][C:44]([CH3:47])([CH3:46])[CH3:45])=[O:42])[CH2:37][CH2:36]2)[N:34]=1)([CH3:4])[CH3:3].